Dataset: Forward reaction prediction with 1.9M reactions from USPTO patents (1976-2016). Task: Predict the product of the given reaction. (1) Given the reactants [Br:1][C:2]1[CH:7]=[C:6]([C:8]2[C:9]([C:14]3[CH:19]=[CH:18][CH:17]=[CH:16][CH:15]=3)=[N:10][O:11][C:12]=2[CH3:13])[CH:5]=[CH:4][N:3]=1.[Br:20]N1C(=O)CCC1=O, predict the reaction product. The product is: [Br:1][C:2]1[CH:7]=[C:6]([C:8]2[C:9]([C:14]3[CH:15]=[CH:16][CH:17]=[CH:18][CH:19]=3)=[N:10][O:11][C:12]=2[CH2:13][Br:20])[CH:5]=[CH:4][N:3]=1. (2) Given the reactants [F:1][C@H:2]1[CH2:6][N:5](C(OC(C)(C)C)=O)[C@H:4]([C:14](=[O:35])[NH:15][CH2:16][C:17]2[C:22]([O:23][CH3:24])=[CH:21][N:20]=[C:19]([C:25]3[CH:26]=[N:27][C:28]([C:31]([F:34])([F:33])[F:32])=[N:29][CH:30]=3)[CH:18]=2)[CH2:3]1.FC(F)(F)C(O)=O, predict the reaction product. The product is: [F:1][C@H:2]1[CH2:6][NH:5][C@H:4]([C:14]([NH:15][CH2:16][C:17]2[C:22]([O:23][CH3:24])=[CH:21][N:20]=[C:19]([C:25]3[CH:26]=[N:27][C:28]([C:31]([F:34])([F:33])[F:32])=[N:29][CH:30]=3)[CH:18]=2)=[O:35])[CH2:3]1.